This data is from Forward reaction prediction with 1.9M reactions from USPTO patents (1976-2016). The task is: Predict the product of the given reaction. (1) Given the reactants [CH3:1][C:2]1[CH:7]=[CH:6][CH:5]=[C:4]([CH3:8])[C:3]=1[NH:9][C:10]1[C:18]2[C:13](=[N:14][C:15]([NH:19][C:20]3[CH:25]=[CH:24][CH:23]=[CH:22][CH:21]=3)=[N:16][CH:17]=2)[N:12]([CH2:26][CH2:27][CH:28]2[CH2:30][O:29]2)[N:11]=1.C1COCC1.CC([BH-](C(C)C(C)C)C(C)C(C)C)C(C)C.[Li+], predict the reaction product. The product is: [CH3:8][C:4]1[CH:5]=[CH:6][CH:7]=[C:2]([CH3:1])[C:3]=1[NH:9][C:10]1[C:18]2[C:13](=[N:14][C:15]([NH:19][C:20]3[CH:21]=[CH:22][CH:23]=[CH:24][CH:25]=3)=[N:16][CH:17]=2)[N:12]([CH2:26][CH2:27][CH:28]([OH:29])[CH3:30])[N:11]=1. (2) Given the reactants [CH2:1]([C:3]1[N:13]([CH2:14][C:15]2[CH:20]=[CH:19][C:18](/[CH:21]=[CH:22]/[CH2:23][CH2:24]O)=[CH:17][CH:16]=2)[C:6]2=[N:7][C:8]([CH3:12])=[CH:9][C:10]([CH3:11])=[C:5]2[N:4]=1)[CH3:2].[N:26]1([CH:32]2[CH2:37][CH2:36][NH:35][CH2:34][CH2:33]2)[CH2:31][CH2:30][CH2:29][CH2:28][CH2:27]1, predict the reaction product. The product is: [CH2:1]([C:3]1[N:13]([CH2:14][C:15]2[CH:20]=[CH:19][C:18](/[CH:21]=[CH:22]/[CH2:23][CH2:24][N:35]3[CH2:36][CH2:37][CH:32]([N:26]4[CH2:31][CH2:30][CH2:29][CH2:28][CH2:27]4)[CH2:33][CH2:34]3)=[CH:17][CH:16]=2)[C:6]2=[N:7][C:8]([CH3:12])=[CH:9][C:10]([CH3:11])=[C:5]2[N:4]=1)[CH3:2]. (3) Given the reactants [Br:1][C:2]1[CH:3]=[C:4]2[C:9](=[C:10]([CH:12]=O)[CH:11]=1)[N:8]([CH2:14][CH2:15][CH2:16][CH2:17][C:18]([O:20][CH2:21][CH3:22])=[O:19])[CH2:7][CH2:6][CH2:5]2.[O-]CC.[Na+].Cl, predict the reaction product. The product is: [Br:1][C:2]1[CH:3]=[C:4]2[C:9]3=[C:10]([CH:12]=[C:17]([C:18]([O:20][CH2:21][CH3:22])=[O:19])[CH2:16][CH2:15][CH2:14][N:8]3[CH2:7][CH2:6][CH2:5]2)[CH:11]=1. (4) Given the reactants SC1[N:3]=[C:4]([OH:12])[C:5]2[CH:11]=[CH:10][N:9]=[CH:8][C:6]=2[N:7]=1.[C:13]([Cl:16])([Cl:15])=S, predict the reaction product. The product is: [ClH:15].[Cl:16][C:13]1[NH:3][C:4](=[O:12])[C:5]2[CH:11]=[CH:10][N:9]=[CH:8][C:6]=2[N:7]=1. (5) Given the reactants C([O:5][C:6](=[O:34])[C:7]1[CH:12]=[CH:11][C:10]([CH2:13][N:14]2[C:23](=[O:24])[C:22]3[C:17](=[CH:18][CH:19]=[C:20]([C:25]#[C:26][CH2:27][N:28]4[CH2:33][CH2:32][O:31][CH2:30][CH2:29]4)[CH:21]=3)[N:16]=[CH:15]2)=[CH:9][CH:8]=1)(C)(C)C.[F:35][C:36]([F:41])([F:40])[C:37]([OH:39])=[O:38], predict the reaction product. The product is: [F:35][C:36]([F:41])([F:40])[C:37]([OH:39])=[O:38].[N:28]1([CH2:27][C:26]#[C:25][C:20]2[CH:21]=[C:22]3[C:17](=[CH:18][CH:19]=2)[N:16]=[CH:15][N:14]([CH2:13][C:10]2[CH:11]=[CH:12][C:7]([C:6]([OH:34])=[O:5])=[CH:8][CH:9]=2)[C:23]3=[O:24])[CH2:33][CH2:32][O:31][CH2:30][CH2:29]1.